From a dataset of Reaction yield outcomes from USPTO patents with 853,638 reactions. Predict the reaction yield, written as a fraction of the theoretical maximum amount of product (1.0 means a 100% yield; for example, 0.34 means a 34% yield). (1) The reactants are [C:1]([O:5][C:6]([N:8]([CH2:16][CH2:17][C:18]#[N:19])[C:9]([CH3:15])([C:11]([O:13]C)=O)[CH3:10])=[O:7])([CH3:4])([CH3:3])[CH3:2].[H-].[Na+].C(Cl)Cl.CCO. The catalyst is O1CCOCC1. The product is [C:18]([C:17]1[CH2:16][N:8]([C:6]([O:5][C:1]([CH3:2])([CH3:3])[CH3:4])=[O:7])[C:9]([CH3:10])([CH3:15])[C:11]=1[OH:13])#[N:19]. The yield is 0.850. (2) The reactants are [F:1][C:2]1[CH:3]=[CH:4][C:5]([CH2:8][O:9][C:10]2[CH:11]=[N:12][N:13]([C:17]3[CH:22]=[CH:21][C:20]4[C:23]5[CH2:28][CH2:27][N:26](C(OC(C)(C)C)=O)[CH2:25][C:24]=5[S:36][C:19]=4[CH:18]=3)[C:14](=[O:16])[CH:15]=2)=[N:6][CH:7]=1.Cl. No catalyst specified. The product is [F:1][C:2]1[CH:3]=[CH:4][C:5]([CH2:8][O:9][C:10]2[CH:11]=[N:12][N:13]([C:17]3[CH:22]=[CH:21][C:20]4[C:23]5[CH2:28][CH2:27][NH:26][CH2:25][C:24]=5[S:36][C:19]=4[CH:18]=3)[C:14](=[O:16])[CH:15]=2)=[N:6][CH:7]=1. The yield is 0.590. (3) The reactants are [CH2:1]([O:3][C:4](=[O:9])[CH:5]([NH2:8])[C:6]#[N:7])[CH3:2].[CH:10](OCC)(OCC)OCC.[CH2:20]([NH2:27])[C:21]1[CH:26]=[CH:25][CH:24]=[CH:23][CH:22]=1. The catalyst is C(#N)C. The yield is 0.510. The product is [CH2:1]([O:3][C:4]([C:5]1[N:8]=[CH:10][N:27]([CH2:20][C:21]2[CH:26]=[CH:25][CH:24]=[CH:23][CH:22]=2)[C:6]=1[NH2:7])=[O:9])[CH3:2].